This data is from Full USPTO retrosynthesis dataset with 1.9M reactions from patents (1976-2016). The task is: Predict the reactants needed to synthesize the given product. (1) Given the product [Br:20][C:11]1[CH:10]=[C:9]([S:8][CH2:1][CH:2]2[CH2:7][CH2:6][CH2:5][CH2:4][CH2:3]2)[CH:14]=[C:13]([O:15][C:16]([F:17])([F:19])[F:18])[CH:12]=1, predict the reactants needed to synthesize it. The reactants are: [C:1](=O)([S:8][C:9]1[CH:14]=[C:13]([O:15][C:16]([F:19])([F:18])[F:17])[CH:12]=[C:11]([Br:20])[CH:10]=1)[C:2]1[CH:7]=[CH:6][CH:5]=[CH:4][CH:3]=1.BrCC1CCCCC1. (2) Given the product [C:1]([O:5][C:6]([N:8]1[CH2:12][C@@:11]([F:13])([CH2:14][OH:15])[CH2:10][C@H:9]1[C:23]([O:25][CH2:26][C:27]1[CH:28]=[CH:29][CH:30]=[CH:31][CH:32]=1)=[O:24])=[O:7])([CH3:4])([CH3:2])[CH3:3], predict the reactants needed to synthesize it. The reactants are: [C:1]([O:5][C:6]([N:8]1[CH2:12][C@:11]([C:14](C)(C)[O:15][SiH2]C(C)(C)C)([F:13])[CH2:10][C@H:9]1[C:23]([O:25][CH2:26][C:27]1[CH:32]=[CH:31][CH:30]=[CH:29][CH:28]=1)=[O:24])=[O:7])([CH3:4])([CH3:3])[CH3:2].CCCC[N+](CCCC)(CCCC)CCCC.[F-].O. (3) Given the product [CH3:13][C:12]1[CH:11]=[CH:10][C:7]2[NH:6][C:5](=[O:8])[NH:4][C:3](=[O:9])[C:2]=2[N:1]=1, predict the reactants needed to synthesize it. The reactants are: [NH2:1][C:2]1[C:3](=[O:9])[NH:4][C:5](=[O:8])[NH:6][CH:7]=1.[CH:10](=O)/[CH:11]=[CH:12]/[CH3:13]. (4) Given the product [NH2:1][C:4]1[C:5]([NH:13][C@@H:14]2[CH2:15][CH2:16][C@H:17]([C:20]#[N:21])[CH2:18][CH2:19]2)=[C:6]2[S:12][CH:11]=[CH:10][C:7]2=[N:8][CH:9]=1, predict the reactants needed to synthesize it. The reactants are: [N+:1]([C:4]1[C:5]([NH:13][C@@H:14]2[CH2:19][CH2:18][C@H:17]([C:20]#[N:21])[CH2:16][CH2:15]2)=[C:6]2[S:12][CH:11]=[CH:10][C:7]2=[N:8][CH:9]=1)([O-])=O. (5) Given the product [F:12][C:9]1[CH:10]=[C:11]2[C:6](=[CH:7][CH:8]=1)[C:5](=[O:13])[O:4][C:3]([CH:14]([OH:16])[CH3:15])=[C:2]2[C:17]1[CH:22]=[CH:21][CH:20]=[CH:19][CH:18]=1, predict the reactants needed to synthesize it. The reactants are: Br[C:2]1[C:11]2[C:6](=[CH:7][CH:8]=[C:9]([F:12])[CH:10]=2)[C:5](=[O:13])[O:4][C:3]=1[CH:14]([OH:16])[CH3:15].[C:17]1(B(O)O)[CH:22]=[CH:21][CH:20]=[CH:19][CH:18]=1. (6) Given the product [C:23]([O:27][C:28]([C@@:30]1([CH2:45][CH2:46][OH:47])[CH:34]([F:35])[C:33](=[O:36])[N:32]([C@@H:37]([C:39]2[CH:44]=[CH:43][CH:42]=[CH:41][CH:40]=2)[CH3:38])[CH2:31]1)=[O:29])([CH3:26])([CH3:25])[CH3:24], predict the reactants needed to synthesize it. The reactants are: C(O)(=O)C.[F-].C([N+](CCCC)(CCCC)CCCC)CCC.[C:23]([O:27][C:28]([C@@:30]1([CH2:45][CH2:46][O:47][Si](C(C)(C)C)(C)C)[CH:34]([F:35])[C:33](=[O:36])[N:32]([C@@H:37]([C:39]2[CH:44]=[CH:43][CH:42]=[CH:41][CH:40]=2)[CH3:38])[CH2:31]1)=[O:29])([CH3:26])([CH3:25])[CH3:24].C(OCC)(=O)C.